Dataset: NCI-60 drug combinations with 297,098 pairs across 59 cell lines. Task: Regression. Given two drug SMILES strings and cell line genomic features, predict the synergy score measuring deviation from expected non-interaction effect. (1) Drug 1: C1=C(C(=O)NC(=O)N1)N(CCCl)CCCl. Drug 2: N.N.Cl[Pt+2]Cl. Cell line: NCI-H226. Synergy scores: CSS=2.34, Synergy_ZIP=2.46, Synergy_Bliss=0.553, Synergy_Loewe=-4.69, Synergy_HSA=-1.16. (2) Synergy scores: CSS=20.6, Synergy_ZIP=4.64, Synergy_Bliss=1.29, Synergy_Loewe=-2.70, Synergy_HSA=-2.64. Drug 2: CC(C)(C#N)C1=CC(=CC(=C1)CN2C=NC=N2)C(C)(C)C#N. Drug 1: CCCCC(=O)OCC(=O)C1(CC(C2=C(C1)C(=C3C(=C2O)C(=O)C4=C(C3=O)C=CC=C4OC)O)OC5CC(C(C(O5)C)O)NC(=O)C(F)(F)F)O. Cell line: MDA-MB-435.